Task: Predict which catalyst facilitates the given reaction.. Dataset: Catalyst prediction with 721,799 reactions and 888 catalyst types from USPTO (1) Reactant: [CH3:1][O:2][C:3]1[CH:4]=[C:5]([CH:11]=[CH:12][C:13]=1[O:14][CH2:15][CH2:16][NH:17][CH2:18][CH2:19][C:20](=[O:41])[CH2:21][C:22]1[CH:27]=[CH:26][C:25]([NH:28][C:29]([NH:31][C:32]2[CH:37]=[CH:36][CH:35]=[CH:34][C:33]=2[F:38])=[O:30])=[C:24]([O:39][CH3:40])[CH:23]=1)[C:6]([O:8]CC)=[O:7].[OH-].[Na+].Cl. Product: [CH3:1][O:2][C:3]1[CH:4]=[C:5]([CH:11]=[CH:12][C:13]=1[O:14][CH2:15][CH2:16][NH:17][CH2:18][CH2:19][C:20](=[O:41])[CH2:21][C:22]1[CH:27]=[CH:26][C:25]([NH:28][C:29]([NH:31][C:32]2[CH:37]=[CH:36][CH:35]=[CH:34][C:33]=2[F:38])=[O:30])=[C:24]([O:39][CH3:40])[CH:23]=1)[C:6]([OH:8])=[O:7]. The catalyst class is: 1. (2) Reactant: [CH2:1]([O:8][C:9]1[CH:10]=[CH:11][C:12]([S:20](=[O:33])(=[O:32])[NH:21][C:22]2[CH:23]=[CH:24][C:25]3[CH2:29][O:28][B:27]([OH:30])[C:26]=3[CH:31]=2)=[C:13]([NH:15][C:16](=[O:19])[CH2:17]Cl)[CH:14]=1)[C:2]1[CH:7]=[CH:6][CH:5]=[CH:4][CH:3]=1.[C:34]([O:37][K])([CH3:36])=[O:35]. Product: [C:34]([O:37][CH2:17][C:16]([NH:15][C:13]1[CH:14]=[C:9]([O:8][CH2:1][C:2]2[CH:7]=[CH:6][CH:5]=[CH:4][CH:3]=2)[CH:10]=[CH:11][C:12]=1[S:20](=[O:33])(=[O:32])[NH:21][C:22]1[CH:23]=[CH:24][C:25]2[CH2:29][O:28][B:27]([OH:30])[C:26]=2[CH:31]=1)=[O:19])(=[O:35])[CH3:36]. The catalyst class is: 18. (3) Reactant: [Br:1][C:2]1[CH:3]=[C:4]2[C:9](=[CH:10][C:11]=1[O:12][CH:13]1[CH2:18][CH2:17][N:16]([C:19]([O:21][C:22]([CH3:25])([CH3:24])[CH3:23])=[O:20])[CH2:15][CH2:14]1)[N:8]=[C:7](S(C)(=O)=O)[N:6]=[CH:5]2.[CH3:30][O:31][C:32]1[CH:33]=[C:34]([CH:36]=[CH:37][CH:38]=1)[NH2:35]. Product: [Br:1][C:2]1[CH:3]=[C:4]2[C:9](=[CH:10][C:11]=1[O:12][CH:13]1[CH2:18][CH2:17][N:16]([C:19]([O:21][C:22]([CH3:25])([CH3:24])[CH3:23])=[O:20])[CH2:15][CH2:14]1)[N:8]=[C:7]([NH:35][C:34]1[CH:36]=[CH:37][CH:38]=[C:32]([O:31][CH3:30])[CH:33]=1)[N:6]=[CH:5]2. The catalyst class is: 12. (4) Reactant: [CH2:1]([N+:5]([CH2:14][CH2:15][CH2:16][CH3:17])([CH2:10][CH2:11][CH2:12][CH3:13])[CH2:6][CH2:7][CH2:8][CH3:9])[CH2:2][CH2:3][CH3:4].Cl[CH2:19][CH2:20][CH2:21][CH2:22][S:23]([O-:26])(=[O:25])=[O:24].[CH2:27]([NH:29][CH2:30][CH3:31])[CH3:28]. Product: [CH2:14]([N+:5]([CH2:1][CH2:2][CH2:3][CH3:4])([CH2:6][CH2:7][CH2:8][CH3:9])[CH2:10][CH2:11][CH2:12][CH3:13])[CH2:15][CH2:16][CH3:17].[CH2:27]([N:29]([CH2:30][CH3:31])[CH2:19][CH2:20][CH2:21][CH2:22][S:23]([O-:26])(=[O:25])=[O:24])[CH3:28]. The catalyst class is: 1. (5) Reactant: [Cl:1][C:2]1[CH:3]=[CH:4][C:5]2[N:6]([CH:8]=[C:9]([C:11](Cl)=[O:12])[N:10]=2)[N:7]=1.[N-:14]=[N+:15]=[N-:16].[Na+].C([O-])(O)=O.[Na+]. Product: [N:14]([C:11]([C:9]1[N:10]=[C:5]2[CH:4]=[CH:3][C:2]([Cl:1])=[N:7][N:6]2[CH:8]=1)=[O:12])=[N+:15]=[N-:16]. The catalyst class is: 21. (6) Reactant: Cl[C:2]1[N:11]=[C:10]([N:12]([CH2:14][CH3:15])[CH3:13])[C:9]2[CH2:8][CH2:7][CH2:6][CH:5]([C:16]3[CH:21]=[CH:20][CH:19]=[CH:18][CH:17]=3)[C:4]=2[N:3]=1.[Cl:22][C:23]1[N:24]=[CH:25][N:26]([C:28]2[CH:34]=[CH:33][C:31]([NH2:32])=[CH:30][C:29]=2[O:35][CH3:36])[CH:27]=1.[H-].[Na+]. Product: [Cl:22][C:23]1[N:24]=[CH:25][N:26]([C:28]2[CH:34]=[CH:33][C:31]([NH:32][C:2]3[N:11]=[C:10]([N:12]([CH2:14][CH3:15])[CH3:13])[C:9]4[CH2:8][CH2:7][CH2:6][CH:5]([C:16]5[CH:21]=[CH:20][CH:19]=[CH:18][CH:17]=5)[C:4]=4[N:3]=3)=[CH:30][C:29]=2[O:35][CH3:36])[CH:27]=1. The catalyst class is: 1.